This data is from Full USPTO retrosynthesis dataset with 1.9M reactions from patents (1976-2016). The task is: Predict the reactants needed to synthesize the given product. (1) Given the product [F:18][C:16]([F:17])([F:19])[C:13]1[CH:14]=[CH:15][C:9]2[CH2:8][N:7]([S:20]([C:23]3[CH:24]=[CH:25][C:26]([C:29]4([C:32]([F:35])([F:34])[F:33])[CH2:31][CH2:30]4)=[CH:27][CH:28]=3)(=[O:21])=[O:22])[C:6]3[CH:36]=[C:42]([C:43]([OH:44])([CH3:37])[CH3:45])[CH:3]=[CH:4][C:5]=3[NH:11][C:10]=2[N:12]=1, predict the reactants needed to synthesize it. The reactants are: IC1[CH:3]=[CH:4][C:5]2[NH:11][C:10]3[N:12]=[C:13]([C:16]([F:19])([F:18])[F:17])[CH:14]=[CH:15][C:9]=3[CH2:8][N:7]([S:20]([C:23]3[CH:28]=[CH:27][C:26]([C:29]4([C:32]([F:35])([F:34])[F:33])[CH2:31][CH2:30]4)=[CH:25][CH:24]=3)(=[O:22])=[O:21])[C:6]=2[CH:36]=1.[CH:37]([Mg]Br)(C)C.[CH3:42][C:43]([CH3:45])=[O:44]. (2) Given the product [Br:14][C:4]1[N:3]=[C:2]([F:1])[C:7]([OH:8])=[CH:6][CH:5]=1, predict the reactants needed to synthesize it. The reactants are: [F:1][C:2]1[C:7]([OH:8])=[CH:6][CH:5]=[CH:4][N:3]=1.CC([O-])=O.[Na+].[Br:14]Br.[OH-].[Na+]. (3) Given the product [CH:34]([NH:37][C:27]([C:18]1[C:19](=[O:26])[C:20]2[C:25](=[N:24][CH:23]=[CH:22][CH:21]=2)[N:16]([C:12]2[CH:13]=[CH:14][CH:15]=[C:10]([C:6]3[CH:7]=[CH:8][CH:9]=[C:4]([O:3][CH2:1][CH3:2])[CH:5]=3)[CH:11]=2)[CH:17]=1)=[O:28])([CH3:36])[CH3:35], predict the reactants needed to synthesize it. The reactants are: [CH2:1]([O:3][C:4]1[CH:5]=[C:6]([C:10]2[CH:11]=[C:12]([N:16]3[C:25]4[C:20](=[CH:21][CH:22]=[CH:23][N:24]=4)[C:19](=[O:26])[C:18]([C:27](O)=[O:28])=[CH:17]3)[CH:13]=[CH:14][CH:15]=2)[CH:7]=[CH:8][CH:9]=1)[CH3:2].S(Cl)(Cl)=O.[CH:34]([NH2:37])([CH3:36])[CH3:35]. (4) Given the product [F:23][C:24]1[CH:29]=[CH:28][C:27]([C:2]2[CH:7]=[CH:6][CH:5]=[CH:4][C:3]=2[N:8]2[C:16]3[CH:15]=[CH:14][C:13]([CH3:17])=[CH:12][C:11]=3[C:10]3[CH2:18][N:19]([CH3:22])[CH2:20][CH2:21][C:9]2=3)=[CH:26][CH:25]=1, predict the reactants needed to synthesize it. The reactants are: Br[C:2]1[CH:7]=[CH:6][CH:5]=[CH:4][C:3]=1[N:8]1[C:16]2[CH:15]=[CH:14][C:13]([CH3:17])=[CH:12][C:11]=2[C:10]2[CH2:18][N:19]([CH3:22])[CH2:20][CH2:21][C:9]1=2.[F:23][C:24]1[CH:29]=[CH:28][C:27](B(O)O)=[CH:26][CH:25]=1.[O-]P([O-])([O-])=O.[K+].[K+].[K+]. (5) The reactants are: [O:1]1[CH2:6][CH2:5][CH2:4][CH:3]([CH2:7][OH:8])[CH2:2]1.[F:9][C:10]([F:23])([F:22])[S:11](O[S:11]([C:10]([F:23])([F:22])[F:9])(=[O:13])=[O:12])(=[O:13])=[O:12].CC1C=CC=C(C)N=1. Given the product [F:9][C:10]([F:23])([F:22])[S:11]([O:8][CH2:7][CH:3]1[CH2:4][CH2:5][CH2:6][O:1][CH2:2]1)(=[O:13])=[O:12], predict the reactants needed to synthesize it. (6) The reactants are: [C:1]([N:4]1[C:13]2[C:8](=[CH:9][C:10]([C:14]3[CH:23]=[CH:22][C:17]([C:18]([O:20]C)=[O:19])=[CH:16][C:15]=3[CH3:24])=[CH:11][CH:12]=2)[C@H:7]([NH:25][C:26]2[CH:27]=[N:28][CH:29]=[CH:30][CH:31]=2)[CH2:6][C@@H:5]1[CH3:32])(=[O:3])[CH3:2].[OH-].[Na+]. Given the product [C:1]([N:4]1[C:13]2[C:8](=[CH:9][C:10]([C:14]3[CH:23]=[CH:22][C:17]([C:18]([OH:20])=[O:19])=[CH:16][C:15]=3[CH3:24])=[CH:11][CH:12]=2)[C@H:7]([NH:25][C:26]2[CH:27]=[N:28][CH:29]=[CH:30][CH:31]=2)[CH2:6][C@@H:5]1[CH3:32])(=[O:3])[CH3:2], predict the reactants needed to synthesize it.